From a dataset of Reaction yield outcomes from USPTO patents with 853,638 reactions. Predict the reaction yield, written as a fraction of the theoretical maximum amount of product (1.0 means a 100% yield; for example, 0.34 means a 34% yield). (1) The reactants are [Cl:1][C:2]1[CH:3]=[C:4]([NH:16][C:17]2[C:26]3[C:21](=[CH:22][C:23]([O:30][CH2:31][CH3:32])=[C:24]([N+:27]([O-])=O)[CH:25]=3)[N:20]=[CH:19][N:18]=2)[CH:5]=[CH:6][C:7]=1[O:8][CH2:9][C:10]1[CH:15]=[CH:14][CH:13]=[CH:12][N:11]=1.Cl.[OH-].[Na+]. The catalyst is CCO.[Fe]. The product is [Cl:1][C:2]1[CH:3]=[C:4]([NH:16][C:17]2[C:26]3[C:21](=[CH:22][C:23]([O:30][CH2:31][CH3:32])=[C:24]([NH2:27])[CH:25]=3)[N:20]=[CH:19][N:18]=2)[CH:5]=[CH:6][C:7]=1[O:8][CH2:9][C:10]1[CH:15]=[CH:14][CH:13]=[CH:12][N:11]=1. The yield is 0.559. (2) The reactants are [CH2:1]([CH:8]1[C:17](=[O:18])[C:16]2[C:11](=[CH:12][C:13]([O:23][CH3:24])=[C:14]([O:21][CH3:22])[C:15]=2[O:19]C)[O:10][CH2:9]1)[C:2]1[CH:7]=[CH:6][CH:5]=[CH:4][CH:3]=1.Br. The catalyst is CC(O)=O.C(OCC)(=O)C. The product is [CH2:1]([CH:8]1[C:17](=[O:18])[C:16]2[C:11](=[CH:12][C:13]([O:23][CH3:24])=[C:14]([O:21][CH3:22])[C:15]=2[OH:19])[O:10][CH2:9]1)[C:2]1[CH:3]=[CH:4][CH:5]=[CH:6][CH:7]=1. The yield is 0.350. (3) The reactants are [C:9](O[C:9]([O:11][C:12]([CH3:15])([CH3:14])[CH3:13])=[O:10])([O:11][C:12]([CH3:15])([CH3:14])[CH3:13])=[O:10].[CH2:16]([O:18][C:19](=[O:35])[CH:20]([N:26](CC1C=CC=CC=1)[CH3:27])[C:21]([O:23][CH2:24][CH3:25])=[O:22])[CH3:17].[H][H]. The catalyst is [Pd].C(O)C. The product is [CH2:24]([O:23][C:21](=[O:22])[CH:20]([N:26]([C:9]([O:11][C:12]([CH3:13])([CH3:14])[CH3:15])=[O:10])[CH3:27])[C:19]([O:18][CH2:16][CH3:17])=[O:35])[CH3:25]. The yield is 0.740. (4) The reactants are C([O:8][C:9]1[C:10]([O:15][CH2:16][CH:17]2[CH:21]3[O:22][C:23]([CH3:26])([CH3:25])[O:24][CH:20]3[CH:19]([N:27]3[CH:35]=[N:34][C:33]4[C:28]3=[N:29][CH:30]=[N:31][C:32]=4[NH:36][C:37]([NH:39][C:40]3[CH:45]=[CH:44][CH:43]=[CH:42][CH:41]=3)=[O:38])[O:18]2)=[N:11][CH:12]=[CH:13][CH:14]=1)C1C=CC=CC=1. The catalyst is CO.C(OCC)(=O)C.[Pd]. The product is [OH:8][C:9]1[C:10]([O:15][CH2:16][CH:17]2[CH:21]3[O:22][C:23]([CH3:26])([CH3:25])[O:24][CH:20]3[CH:19]([N:27]3[CH:35]=[N:34][C:33]4[C:28]3=[N:29][CH:30]=[N:31][C:32]=4[NH:36][C:37]([NH:39][C:40]3[CH:45]=[CH:44][CH:43]=[CH:42][CH:41]=3)=[O:38])[O:18]2)=[N:11][CH:12]=[CH:13][CH:14]=1. The yield is 0.310. (5) The reactants are [Cl:1][C:2]1[CH:9]=[C:8](F)[CH:7]=[CH:6][C:3]=1[CH:4]=[O:5].[NH:11]1[CH2:15][CH2:14][CH2:13][CH2:12]1.C(=O)([O-])[O-].[K+].[K+].CS(C)=O. The catalyst is O. The product is [Cl:1][C:2]1[CH:9]=[C:8]([N:11]2[CH2:15][CH2:14][CH2:13][CH2:12]2)[CH:7]=[CH:6][C:3]=1[CH:4]=[O:5]. The yield is 0.730.